From a dataset of Reaction yield outcomes from USPTO patents with 853,638 reactions. Predict the reaction yield, written as a fraction of the theoretical maximum amount of product (1.0 means a 100% yield; for example, 0.34 means a 34% yield). The reactants are [CH3:1][C:2]1[CH:3]=[C:4]([C:12](=O)[CH2:13][C:14](=O)[C:15]([F:18])([F:17])[F:16])[CH:5]=[CH:6][C:7]=1[C:8]([F:11])([F:10])[F:9].[NH2:21][C:22]1[C:26]([C:27]2[CH:32]=[C:31]([CH3:33])[N:30]=[C:29]([CH3:34])[CH:28]=2)=[CH:25][NH:24][N:23]=1. No catalyst specified. The product is [CH3:1][C:2]1[CH:3]=[C:4]([C:12]2[CH:13]=[C:14]([C:15]([F:18])([F:17])[F:16])[N:23]3[N:24]=[CH:25][C:26]([C:27]4[CH:32]=[C:31]([CH3:33])[N:30]=[C:29]([CH3:34])[CH:28]=4)=[C:22]3[N:21]=2)[CH:5]=[CH:6][C:7]=1[C:8]([F:11])([F:10])[F:9]. The yield is 0.480.